From a dataset of NCI-60 drug combinations with 297,098 pairs across 59 cell lines. Regression. Given two drug SMILES strings and cell line genomic features, predict the synergy score measuring deviation from expected non-interaction effect. (1) Drug 1: CCN(CC)CCNC(=O)C1=C(NC(=C1C)C=C2C3=C(C=CC(=C3)F)NC2=O)C. Drug 2: CN1C2=C(C=C(C=C2)N(CCCl)CCCl)N=C1CCCC(=O)O.Cl. Cell line: SW-620. Synergy scores: CSS=11.7, Synergy_ZIP=-2.52, Synergy_Bliss=-1.29, Synergy_Loewe=-3.83, Synergy_HSA=-1.41. (2) Drug 1: C1=CC(=CC=C1CCC2=CNC3=C2C(=O)NC(=N3)N)C(=O)NC(CCC(=O)O)C(=O)O. Drug 2: C1=CC(=CC=C1CCCC(=O)O)N(CCCl)CCCl. Cell line: NCI/ADR-RES. Synergy scores: CSS=25.4, Synergy_ZIP=-6.35, Synergy_Bliss=-1.70, Synergy_Loewe=-0.454, Synergy_HSA=1.59. (3) Synergy scores: CSS=60.2, Synergy_ZIP=3.70, Synergy_Bliss=3.46, Synergy_Loewe=-1.30, Synergy_HSA=8.42. Cell line: ACHN. Drug 1: C1=CC(=CC=C1CCC2=CNC3=C2C(=O)NC(=N3)N)C(=O)NC(CCC(=O)O)C(=O)O. Drug 2: C1=CC(=C2C(=C1NCCNCCO)C(=O)C3=C(C=CC(=C3C2=O)O)O)NCCNCCO. (4) Drug 1: C1=CC(=CC=C1CCC2=CNC3=C2C(=O)NC(=N3)N)C(=O)NC(CCC(=O)O)C(=O)O. Drug 2: C1=NNC2=C1C(=O)NC=N2. Cell line: SNB-19. Synergy scores: CSS=38.5, Synergy_ZIP=4.06, Synergy_Bliss=5.25, Synergy_Loewe=2.95, Synergy_HSA=6.62. (5) Drug 1: C1=CC(=CC=C1CCCC(=O)O)N(CCCl)CCCl. Synergy scores: CSS=50.5, Synergy_ZIP=-0.233, Synergy_Bliss=-0.508, Synergy_Loewe=-0.480, Synergy_HSA=3.27. Drug 2: CC1C(C(CC(O1)OC2CC(CC3=C2C(=C4C(=C3O)C(=O)C5=C(C4=O)C(=CC=C5)OC)O)(C(=O)CO)O)N)O.Cl. Cell line: RPMI-8226. (6) Drug 1: C1CCN(CC1)CCOC2=CC=C(C=C2)C(=O)C3=C(SC4=C3C=CC(=C4)O)C5=CC=C(C=C5)O. Drug 2: CCCCC(=O)OCC(=O)C1(CC(C2=C(C1)C(=C3C(=C2O)C(=O)C4=C(C3=O)C=CC=C4OC)O)OC5CC(C(C(O5)C)O)NC(=O)C(F)(F)F)O. Cell line: MCF7. Synergy scores: CSS=14.6, Synergy_ZIP=-2.30, Synergy_Bliss=-3.31, Synergy_Loewe=-1.24, Synergy_HSA=-0.345. (7) Drug 1: COC1=NC(=NC2=C1N=CN2C3C(C(C(O3)CO)O)O)N. Drug 2: CCCCC(=O)OCC(=O)C1(CC(C2=C(C1)C(=C3C(=C2O)C(=O)C4=C(C3=O)C=CC=C4OC)O)OC5CC(C(C(O5)C)O)NC(=O)C(F)(F)F)O. Cell line: SNB-75. Synergy scores: CSS=77.6, Synergy_ZIP=5.27, Synergy_Bliss=7.40, Synergy_Loewe=2.06, Synergy_HSA=10.4.